Dataset: Catalyst prediction with 721,799 reactions and 888 catalyst types from USPTO. Task: Predict which catalyst facilitates the given reaction. Reactant: [F:1][C:2]1[CH:3]=[CH:4][CH:5]=[C:6]2[C:10]=1[NH:9][C:8](=[O:11])[C:7]2=[O:12].I[CH2:14][CH3:15].C(=O)([O-])[O-].[K+].[K+]. Product: [CH2:14]([N:9]1[C:10]2[C:6](=[CH:5][CH:4]=[CH:3][C:2]=2[F:1])[C:7](=[O:12])[C:8]1=[O:11])[CH3:15]. The catalyst class is: 18.